From a dataset of Catalyst prediction with 721,799 reactions and 888 catalyst types from USPTO. Predict which catalyst facilitates the given reaction. (1) Reactant: [NH2:1][C:2]1[CH:7]=[CH:6][C:5]([N:8]2[C:16]([CH2:17][N:18]([CH3:20])[CH3:19])=[C:15]3[C:10]([N:11]([CH2:31][C:32]4[C:37]([F:38])=[CH:36][CH:35]=[CH:34][C:33]=4[F:39])[C:12](=[O:30])[N:13]([C:22]4[N:23]=[N:24][C:25]([O:28][CH3:29])=[CH:26][CH:27]=4)[C:14]3=[O:21])=[N:9]2)=[CH:4][CH:3]=1.[CH2:40]([N:42]=[C:43]=[O:44])[CH3:41].C(=O)(O)[O-].[Na+]. Product: [F:38][C:37]1[CH:36]=[CH:35][CH:34]=[C:33]([F:39])[C:32]=1[CH2:31][N:11]1[C:10]2=[N:9][N:8]([C:5]3[CH:4]=[CH:3][C:2]([NH:1][C:43]([NH:42][CH2:40][CH3:41])=[O:44])=[CH:7][CH:6]=3)[C:16]([CH2:17][N:18]([CH3:20])[CH3:19])=[C:15]2[C:14](=[O:21])[N:13]([C:22]2[N:23]=[N:24][C:25]([O:28][CH3:29])=[CH:26][CH:27]=2)[C:12]1=[O:30]. The catalyst class is: 4. (2) Reactant: Br[CH2:2][C:3]([C:6]1[CH:11]=[CH:10][CH:9]=[C:8]([F:12])[CH:7]=1)([F:5])[F:4].[N-:13]=[N+:14]=[N-:15].[Na+]. Product: [N:13]([CH2:2][C:3]([C:6]1[CH:11]=[CH:10][CH:9]=[C:8]([F:12])[CH:7]=1)([F:5])[F:4])=[N+:14]=[N-:15]. The catalyst class is: 16. (3) Reactant: [CH2:1]([N:8]1[CH2:13][CH2:12][C:11](=O)[CH2:10][CH2:9]1)[C:2]1[CH:7]=[CH:6][CH:5]=[CH:4][CH:3]=1.[NH2:15][C:16]1[CH:17]=[C:18]2[C:22](=[CH:23][CH:24]=1)[NH:21][N:20]=[CH:19]2.C(O)(=O)C.[OH-].[Na+]. Product: [CH2:1]([N:8]1[CH2:13][CH2:12][CH:11]([NH:15][C:16]2[CH:17]=[C:18]3[C:22](=[CH:23][CH:24]=2)[NH:21][N:20]=[CH:19]3)[CH2:10][CH2:9]1)[C:2]1[CH:7]=[CH:6][CH:5]=[CH:4][CH:3]=1. The catalyst class is: 26. (4) Product: [OH:23][C:18]1[C:19]([C:21]2[NH:42][C:41]3[CH:40]=[CH:39][C:35]([C:36]([NH2:38])=[NH:37])=[CH:34][C:33]=3[N:32]=2)=[CH:20][C:15]([S:12]([NH:11][C:9](=[O:10])[CH2:8][CH2:7][C:1]2[CH:2]=[CH:3][CH:4]=[CH:5][CH:6]=2)(=[O:13])=[O:14])=[CH:16][C:17]=1[C:24]1[CH:29]=[CH:28][CH:27]=[CH:26][C:25]=1[OH:30]. The catalyst class is: 8. Reactant: [C:1]1([CH2:7][CH2:8][C:9]([NH:11][S:12]([C:15]2[CH:16]=[C:17]([C:24]3[CH:29]=[CH:28][CH:27]=[CH:26][C:25]=3[OH:30])[C:18]([OH:23])=[C:19]([CH:21]=O)[CH:20]=2)(=[O:14])=[O:13])=[O:10])[CH:6]=[CH:5][CH:4]=[CH:3][CH:2]=1.Cl.[NH2:32][C:33]1[CH:34]=[C:35]([CH:39]=[CH:40][C:41]=1[NH2:42])[C:36]([NH2:38])=[NH:37].C1(=O)C=CC(=O)C=C1. (5) Reactant: [Cl:1][C:2]1[N:11]=[C:10](Cl)[C:9]2[C:4](=[CH:5][CH:6]=[CH:7][CH:8]=2)[N:3]=1.C(N(CC)C(C)C)(C)C.[C:22]1([CH:28]([C:31]2[CH:36]=[CH:35][N:34]=[CH:33][CH:32]=2)[CH2:29][NH2:30])[CH:27]=[CH:26][CH:25]=[CH:24][CH:23]=1. Product: [Cl:1][C:2]1[N:11]=[C:10]([NH:30][CH2:29][CH:28]([C:22]2[CH:27]=[CH:26][CH:25]=[CH:24][CH:23]=2)[C:31]2[CH:32]=[CH:33][N:34]=[CH:35][CH:36]=2)[C:9]2[C:4](=[CH:5][CH:6]=[CH:7][CH:8]=2)[N:3]=1. The catalyst class is: 20. (6) Reactant: [F:1][C:2]1[CH:7]=[CH:6][C:5]([CH2:8][O:9][C:10]2[CH:18]=[CH:17][C:16]([C:19]3[CH:20]=[N:21][N:22]([CH3:24])[CH:23]=3)=[CH:15][C:11]=2[C:12](O)=[O:13])=[CH:4][CH:3]=1.CC1C(N)=CON=1.[CH:32]1C=C[C:35]2[N:40]([OH:41])N=[N:38][C:36]=2[CH:37]=1.C(Cl)CCl. Product: [F:1][C:2]1[CH:3]=[CH:4][C:5]([CH2:8][O:9][C:10]2[CH:18]=[CH:17][C:16]([C:19]3[CH:20]=[N:21][N:22]([CH3:24])[CH:23]=3)=[CH:15][C:11]=2[C:12]([NH:38][C:36]2[CH:35]=[N:40][O:41][C:37]=2[CH3:32])=[O:13])=[CH:6][CH:7]=1. The catalyst class is: 35. (7) Reactant: [CH3:1][S:2](Cl)(=[O:4])=[O:3].[F:6][C:7]1[CH:8]=[CH:9][C:10]2[C:16](=[C:17]([C:20]3[CH:21]=[C:22]([NH2:26])[CH:23]=[CH:24][CH:25]=3)[CH2:18][CH3:19])[C:15]3[CH:27]=[CH:28][CH:29]=[N:30][C:14]=3[CH2:13][O:12][C:11]=2[CH:31]=1.N1C=CC=CC=1.C(=O)(O)[O-].[Na+]. Product: [F:6][C:7]1[CH:8]=[CH:9][C:10]2[C:16](=[C:17]([C:20]3[CH:21]=[C:22]([NH:26][S:2]([CH3:1])(=[O:4])=[O:3])[CH:23]=[CH:24][CH:25]=3)[CH2:18][CH3:19])[C:15]3[CH:27]=[CH:28][CH:29]=[N:30][C:14]=3[CH2:13][O:12][C:11]=2[CH:31]=1. The catalyst class is: 4. (8) Reactant: C([O:5][C:6](=[O:28])[CH2:7][N:8]([C:18](=[O:27])[NH:19][CH2:20][C:21]1[CH:26]=[CH:25][CH:24]=[CH:23][CH:22]=1)[NH:9][CH2:10][C:11]1[CH:16]=[CH:15][C:14]([F:17])=[CH:13][CH:12]=1)(C)(C)C.Cl. Product: [CH2:20]([NH:19][C:18]([N:8]([CH2:7][C:6]([OH:28])=[O:5])[NH:9][CH2:10][C:11]1[CH:12]=[CH:13][C:14]([F:17])=[CH:15][CH:16]=1)=[O:27])[C:21]1[CH:22]=[CH:23][CH:24]=[CH:25][CH:26]=1. The catalyst class is: 12. (9) Product: [CH2:1]([O:8][C:9]1[C:16]([O:17][CH3:18])=[CH:15][CH:14]=[CH:13][C:10]=1[CH2:11][C:21]#[N:22])[C:2]1[CH:7]=[CH:6][CH:5]=[CH:4][CH:3]=1. The catalyst class is: 359. Reactant: [CH2:1]([O:8][C:9]1[C:16]([O:17][CH3:18])=[CH:15][CH:14]=[CH:13][C:10]=1[CH2:11]O)[C:2]1[CH:7]=[CH:6][CH:5]=[CH:4][CH:3]=1.CC(C)(O)[C:21]#[N:22].C1(P(C2C=CC=CC=2)C2C=CC=CC=2)C=CC=CC=1.N(C(OCC)=O)=NC(OCC)=O.